Dataset: Forward reaction prediction with 1.9M reactions from USPTO patents (1976-2016). Task: Predict the product of the given reaction. Given the reactants C(P(C(C)(C)C)C(C)(C)C)(C)(C)C.Br[C:15]1[CH:16]=[C:17]2[C:21](=[CH:22][CH:23]=1)[NH:20][CH:19]=[C:18]2[CH2:24][CH2:25][N:26]1[CH2:30][CH2:29][CH2:28][CH2:27]1.C[Si]([N-:35][Si](C)(C)C)(C)C.[Li+], predict the reaction product. The product is: [N:26]1([CH2:25][CH2:24][C:18]2[C:17]3[C:21](=[CH:22][CH:23]=[C:15]([NH2:35])[CH:16]=3)[NH:20][CH:19]=2)[CH2:30][CH2:29][CH2:28][CH2:27]1.